This data is from hERG potassium channel inhibition data for cardiac toxicity prediction from Karim et al.. The task is: Regression/Classification. Given a drug SMILES string, predict its toxicity properties. Task type varies by dataset: regression for continuous values (e.g., LD50, hERG inhibition percentage) or binary classification for toxic/non-toxic outcomes (e.g., AMES mutagenicity, cardiotoxicity, hepatotoxicity). Dataset: herg_karim. (1) The compound is O=C(c1cc[n+]([O-])cc1)N1CCC2(CCN(Cc3cccc(Oc4ccccc4)c3)CC2)CC1. The result is 0 (non-blocker). (2) The molecule is Cc1ncc(-c2ccnc(Nc3ccc(C(=O)N(C)C)cc3)n2)n1C(C)C. The result is 0 (non-blocker). (3) The compound is Cc1ncoc1-c1nnc(SCCCN2CC[C@]3(C[C@@H]3c3ccc(C(F)(F)F)cc3)C2)n1C. The result is 1 (blocker). (4) The drug is CC(C)=Cc1cc(C(F)(F)F)cc(COCC2(c3ccc(F)cc3)CCN(C)CC2)n1. The result is 0 (non-blocker). (5) The result is 0 (non-blocker). The molecule is Cc1nc2ccccc2n1C1CC2CCC(C1)N2CCC1(c2cccc(F)c2)CCN(C(=O)c2cc(S(=O)(=O)NC(C)C)c(F)cc2Cl)CC1. (6) The drug is CCOC(=O)c1cccc([C@]2(c3cnn(C)c3)N[C@@H](c3nc(-c4ccc(F)cc4)c[nH]3)Cc3c2[nH]c2ccccc32)n1. The result is 1 (blocker). (7) The drug is Cn1c(SCCCN2CCc3ccc4oc(C(F)(F)F)nc4c3CC2)nnc1-c1ccccc1. The result is 1 (blocker). (8) The drug is CCO[P+]([O-])(Sc1ccccc1)Sc1ccccc1. The result is 0 (non-blocker).